This data is from Reaction yield outcomes from USPTO patents with 853,638 reactions. The task is: Predict the reaction yield, written as a fraction of the theoretical maximum amount of product (1.0 means a 100% yield; for example, 0.34 means a 34% yield). The product is [NH2:4][C@:5]1([C:22]([OH:23])=[O:88])[C@@H:9]([CH2:10][CH2:11][CH2:12][B:13]([OH:14])[OH:17])[CH2:8][N:7]([C:30]2[CH:31]=[N:32][CH:33]=[C:34]([CH:40]=2)[C:35]([OH:37])=[O:36])[CH2:6]1. The catalyst is C1(C)C=CC=CC=1.C(Cl)Cl.C([O-])(=O)C.C([O-])(=O)C.[Pd+2]. The reactants are C([NH:4][C@:5]1([C:22](NC(C)(C)C)=[O:23])[C@@H:9]([CH2:10][CH2:11][CH2:12][B:13]2[O:17]C(C)(C)C(C)(C)[O:14]2)[CH2:8][NH:7][CH2:6]1)(=O)C.Br[C:30]1[CH:31]=[N:32][CH:33]=[C:34]([CH:40]=1)[C:35]([O:37]CC)=[O:36].C1C=CC(P(C2C=CC3C(=CC=CC=3)C=2C2C3C(=CC=CC=3)C=CC=2P(C2C=CC=CC=2)C2C=CC=CC=2)C2C=CC=CC=2)=CC=1.C(=O)([O-])[O-:88].[Cs+].[Cs+]. The yield is 0.400.